This data is from M1 muscarinic receptor antagonist screen with 61,756 compounds. The task is: Binary Classification. Given a drug SMILES string, predict its activity (active/inactive) in a high-throughput screening assay against a specified biological target. (1) The drug is s1c2c(CCN(C2)C)c2c1NC(NC2=O)\C=C\c1occc1. The result is 0 (inactive). (2) The molecule is Clc1c(Cn2c(C=3OC(CN3)C)ccc2)ccc(F)c1. The result is 0 (inactive). (3) The compound is S(=O)(=O)(N1CCC(CC1)C(=O)Nc1cc(SC)ccc1)c1ccc(F)cc1. The result is 0 (inactive). (4) The compound is O(C(=O)c1cc(OC)c(OC)c(OC)c1)c1c(N)cccc1. The result is 0 (inactive). (5) The molecule is O1CCN(Cc2c3c(oc(=O)c2)c(cc(c3)C)C)CC1. The result is 0 (inactive). (6) The drug is o1c2c(CN(CC)CC)c(O)ccc2c(c2ccccc2)cc1=O. The result is 0 (inactive). (7) The compound is O(CCn1c2c(nc1NC(=O)C)cccc2)c1ccccc1. The result is 0 (inactive).